From a dataset of Full USPTO retrosynthesis dataset with 1.9M reactions from patents (1976-2016). Predict the reactants needed to synthesize the given product. (1) Given the product [B:1]([OH:6])([OH:4])[OH:2].[B:1]([O:6][CH3:7])([O:4][CH3:5])[O:2][CH3:3], predict the reactants needed to synthesize it. The reactants are: [B:1]([O:6][CH3:7])([O:4][CH3:5])[O:2][CH3:3].COC(COC(COC(CO)C)C)C. (2) The reactants are: Br[C:2]1[CH:3]=[CH:4][CH:5]=[C:6]2[C:10]=1[N:9]([CH3:11])[N:8]=[C:7]2[NH:12][S:13]([CH3:16])(=[O:15])=[O:14].[B:17]1([B:17]2[O:21][C:20]([CH3:23])([CH3:22])[C:19]([CH3:25])([CH3:24])[O:18]2)[O:21][C:20]([CH3:23])([CH3:22])[C:19]([CH3:25])([CH3:24])[O:18]1. Given the product [CH3:11][N:9]1[C:10]2[C:6](=[CH:5][CH:4]=[CH:3][C:2]=2[B:17]2[O:21][C:20]([CH3:23])([CH3:22])[C:19]([CH3:25])([CH3:24])[O:18]2)[C:7]([NH:12][S:13]([CH3:16])(=[O:15])=[O:14])=[N:8]1, predict the reactants needed to synthesize it. (3) Given the product [CH:1]1([C:7]2[CH:8]=[CH:9][C:10]([C:13]3[O:17][N:16]=[C:15]([C:18]4[O:22][C:21]([CH2:23][N:24]5[CH2:27][CH:26]([C:28]([OH:30])=[O:29])[CH2:25]5)=[CH:20][CH:19]=4)[N:14]=3)=[CH:11][CH:12]=2)[CH2:2][CH2:3][CH2:4][CH2:5][CH2:6]1, predict the reactants needed to synthesize it. The reactants are: [CH:1]1([C:7]2[CH:12]=[CH:11][C:10]([C:13]3[O:17][N:16]=[C:15]([C:18]4[O:22][C:21]([CH2:23][N:24]5[CH2:27][CH:26]([C:28]([O:30]CC)=[O:29])[CH2:25]5)=[CH:20][CH:19]=4)[N:14]=3)=[CH:9][CH:8]=2)[CH2:6][CH2:5][CH2:4][CH2:3][CH2:2]1.O1CCCC1.O.[OH-].[Li+].C(O)(=O)C. (4) Given the product [C:1]([O:5][C:6]([N:7]([CH2:8][CH:9]1[CH2:14][CH2:13][N:12]([C:36]2[C:35]([Cl:34])=[CH:45][C:39]([C:40]([O:42][CH2:43][CH3:44])=[O:41])=[CH:38][N:37]=2)[CH2:11][CH:10]1[C:15]1[CH:16]=[CH:17][CH:18]=[CH:19][CH:20]=1)[C@@H:21]([C:23]1[C:32]2[C:27](=[CH:28][CH:29]=[CH:30][CH:31]=2)[CH:26]=[CH:25][CH:24]=1)[CH3:22])=[O:33])([CH3:2])([CH3:3])[CH3:4], predict the reactants needed to synthesize it. The reactants are: [C:1]([O:5][C:6](=[O:33])[N:7]([C@@H:21]([C:23]1[C:32]2[C:27](=[CH:28][CH:29]=[CH:30][CH:31]=2)[CH:26]=[CH:25][CH:24]=1)[CH3:22])[CH2:8][CH:9]1[CH2:14][CH2:13][NH:12][CH2:11][CH:10]1[C:15]1[CH:20]=[CH:19][CH:18]=[CH:17][CH:16]=1)([CH3:4])([CH3:3])[CH3:2].[Cl:34][C:35]1[C:36](Cl)=[N:37][CH:38]=[C:39]([CH:45]=1)[C:40]([O:42][CH2:43][CH3:44])=[O:41].C(=O)([O-])[O-].[K+].[K+].CS(C)=O. (5) The reactants are: C([O:5][C:6](=[O:35])[CH2:7][N:8]([S:17]([C:20]1[CH:29]=[C:28]2[C:23]([C:24]([Cl:34])=[CH:25][N:26]=[C:27]2[NH:30][C:31]([NH2:33])=[NH:32])=[CH:22][CH:21]=1)(=[O:19])=[O:18])[CH2:9][C:10]1[CH:15]=[CH:14][CH:13]=[CH:12][C:11]=1[CH3:16])(C)(C)C.CCOCC.[C:41]([C:45]([OH:47])=[O:46])([F:44])([F:43])[F:42]. Given the product [F:42][C:41]([F:44])([F:43])[C:45]([OH:47])=[O:46].[Cl:34][C:24]1[C:23]2[C:28](=[CH:29][C:20]([S:17]([N:8]([CH2:9][C:10]3[CH:15]=[CH:14][CH:13]=[CH:12][C:11]=3[CH3:16])[CH2:7][C:6]([OH:35])=[O:5])(=[O:18])=[O:19])=[CH:21][CH:22]=2)[C:27]([NH:30][C:31]([NH2:33])=[NH:32])=[N:26][CH:25]=1, predict the reactants needed to synthesize it. (6) Given the product [Cl:3][C:4]1[CH:9]=[CH:8][C:7]([C@H:10]2[C@@H:15]([C:16]3[CH:21]=[CH:20][C:19]([Cl:22])=[CH:18][CH:17]=3)[N:14]([C@H:23]([CH2:29][CH2:30][CH3:31])[C:24]([OH:26])=[O:25])[C:13](=[O:32])[CH2:12][O:11]2)=[CH:6][CH:5]=1, predict the reactants needed to synthesize it. The reactants are: [OH-].[Na+].[Cl:3][C:4]1[CH:9]=[CH:8][C:7]([C@H:10]2[C@@H:15]([C:16]3[CH:21]=[CH:20][C:19]([Cl:22])=[CH:18][CH:17]=3)[N:14]([C@H:23]([CH2:29][CH2:30][CH3:31])[C:24]([O:26]CC)=[O:25])[C:13](=[O:32])[CH2:12][O:11]2)=[CH:6][CH:5]=1.Cl.